Dataset: Catalyst prediction with 721,799 reactions and 888 catalyst types from USPTO. Task: Predict which catalyst facilitates the given reaction. Reactant: [N:1]1[C:10]2[C:5](=[CH:6][CH:7]=[C:8]([C:11]3[CH:12]=[C:13]([C:22]([O:24]CC)=[O:23])[CH:14]=[C:15]([CH:21]=3)[C:16]([O:18]CC)=[O:17])[N:9]=2)[CH:4]=[CH:3][C:2]=1[C:27]1[CH:28]=[C:29]([C:38]([O:40]CC)=[O:39])[CH:30]=[C:31]([CH:37]=1)[C:32]([O:34]CC)=[O:33]. Product: [N:1]1[C:10]2[C:5](=[CH:6][CH:7]=[C:8]([C:11]3[CH:21]=[C:15]([C:16]([OH:18])=[O:17])[CH:14]=[C:13]([CH:12]=3)[C:22]([OH:24])=[O:23])[N:9]=2)[CH:4]=[CH:3][C:2]=1[C:27]1[CH:37]=[C:31]([C:32]([OH:34])=[O:33])[CH:30]=[C:29]([CH:28]=1)[C:38]([OH:40])=[O:39]. The catalyst class is: 702.